This data is from Catalyst prediction with 721,799 reactions and 888 catalyst types from USPTO. The task is: Predict which catalyst facilitates the given reaction. (1) Reactant: [CH3:1][C:2]([C:4]1[CH:9]=[CH:8][C:7]([F:10])=[CH:6][CH:5]=1)=[O:3].[CH3:11][N:12]([CH3:21])[C:13]1[CH:20]=[CH:19][C:16]([CH:17]=O)=[CH:15][CH:14]=1.[OH-].[K+]. Product: [CH3:11][N:12]([CH3:21])[C:13]1[CH:20]=[CH:19][C:16](/[CH:17]=[CH:1]/[C:2]([C:4]2[CH:9]=[CH:8][C:7]([F:10])=[CH:6][CH:5]=2)=[O:3])=[CH:15][CH:14]=1. The catalyst class is: 8. (2) Reactant: [C:1]([O:5][C:6]([N:8]1[CH2:13][CH2:12][N:11]([C:14]2[C:23]([CH:24]3[CH2:26][CH2:25]3)=[C:22]3[C:17]([CH:18]=[C:19]([C:27]([OH:29])=O)[N:20]=[CH:21]3)=[CH:16][CH:15]=2)[CH2:10][CH2:9]1)=[O:7])([CH3:4])([CH3:3])[CH3:2].[C:30]1([NH2:37])[CH:35]=[CH:34][CH:33]=[CH:32][C:31]=1[NH2:36].C1C=NC2N(O)N=NC=2C=1.CCN=C=NCCCN(C)C.CCN(C(C)C)C(C)C. Product: [NH2:36][C:31]1[CH:32]=[CH:33][CH:34]=[CH:35][C:30]=1[NH:37][C:27]([C:19]1[N:20]=[CH:21][C:22]2[C:17]([CH:18]=1)=[CH:16][CH:15]=[C:14]([N:11]1[CH2:10][CH2:9][N:8]([C:6]([O:5][C:1]([CH3:3])([CH3:2])[CH3:4])=[O:7])[CH2:13][CH2:12]1)[C:23]=2[CH:24]1[CH2:25][CH2:26]1)=[O:29]. The catalyst class is: 3. (3) Reactant: F[C:2]1[CH:9]=[CH:8][CH:7]=[C:6]([C:10]([F:13])([F:12])[F:11])[C:3]=1[C:4]#[N:5].[CH3:14][O:15][C:16]1[CH:23]=[CH:22][C:19]([CH2:20][NH2:21])=[CH:18][CH:17]=1. Product: [CH3:14][O:15][C:16]1[CH:23]=[CH:22][C:19]([CH2:20][NH:21][C:2]2[CH:9]=[CH:8][CH:7]=[C:6]([C:10]([F:13])([F:12])[F:11])[C:3]=2[C:4]#[N:5])=[CH:18][CH:17]=1. The catalyst class is: 12. (4) Reactant: [Br:1][C:2]1[C:10]2[C:9]3[CH2:11][N:12]([CH2:21][C:22]([F:25])([F:24])[F:23])[C:13](=[O:20])[C@H:14]([CH2:16][C:17](O)=[O:18])[CH2:15][C:8]=3[CH:7]=[C:6]([Br:26])[C:5]=2[NH:4][N:3]=1.C(N(CC)C(C)C)(C)C.CN(C(ON1N=NC2C=CC=CC1=2)=[N+](C)C)C.[B-](F)(F)(F)F.Cl.[F:59][C:60]1[CH:61]=[CH:62][CH:63]=[C:64]2[C:69]=1[NH:68][C:67](=[O:70])[C:66]([CH:71]1[CH2:76][CH2:75][NH:74][CH2:73][CH2:72]1)=[CH:65]2. Product: [Br:1][C:2]1[C:10]2[C:9]3[CH2:11][N:12]([CH2:21][C:22]([F:24])([F:23])[F:25])[C:13](=[O:20])[C@H:14]([CH2:16][C:17]([N:74]4[CH2:75][CH2:76][CH:71]([C:66]5[C:67](=[O:70])[NH:68][C:69]6[C:64]([CH:65]=5)=[CH:63][CH:62]=[CH:61][C:60]=6[F:59])[CH2:72][CH2:73]4)=[O:18])[CH2:15][C:8]=3[CH:7]=[C:6]([Br:26])[C:5]=2[NH:4][N:3]=1. The catalyst class is: 9.